This data is from Reaction yield outcomes from USPTO patents with 853,638 reactions. The task is: Predict the reaction yield, written as a fraction of the theoretical maximum amount of product (1.0 means a 100% yield; for example, 0.34 means a 34% yield). (1) The reactants are [F:1][C:2]1[CH:7]=[CH:6][C:5]([C:8]2[S:12][C:11]([CH3:13])=[N:10][C:9]=2[C:14]([OH:16])=O)=[CH:4][CH:3]=1.C(Cl)(=O)C(Cl)=O.CN(C=O)C.Cl.[F:29][C:30]1[C:31]2[N:32]([CH:36]=[C:37]([CH2:39][C@@H:40]3[CH2:45][CH2:44][CH2:43][CH2:42][NH:41]3)[N:38]=2)[CH:33]=[CH:34][CH:35]=1. The catalyst is C(Cl)Cl. The product is [F:29][C:30]1[C:31]2[N:32]([CH:36]=[C:37]([CH2:39][C@@H:40]3[CH2:45][CH2:44][CH2:43][CH2:42][N:41]3[C:14]([C:9]3[N:10]=[C:11]([CH3:13])[S:12][C:8]=3[C:5]3[CH:4]=[CH:3][C:2]([F:1])=[CH:7][CH:6]=3)=[O:16])[N:38]=2)[CH:33]=[CH:34][CH:35]=1. The yield is 0.760. (2) The reactants are FC(F)(F)C(O)=O.C([O:15][C:16]1[CH:34]=[CH:33][C:19]([CH2:20][C:21]2[CH:25]=[C:24]([C:26]3[CH:27]=[CH:28][C:29]([NH2:32])=[N:30][CH:31]=3)[O:23][N:22]=2)=[CH:18][CH:17]=1)C1C=CC=CC=1.C1(SC)C=CC=CC=1.C(=O)([O-])O.[Na+]. The catalyst is O. The product is [NH2:32][C:29]1[N:30]=[CH:31][C:26]([C:24]2[O:23][N:22]=[C:21]([CH2:20][C:19]3[CH:33]=[CH:34][C:16]([OH:15])=[CH:17][CH:18]=3)[CH:25]=2)=[CH:27][CH:28]=1. The yield is 0.740.